From a dataset of Catalyst prediction with 721,799 reactions and 888 catalyst types from USPTO. Predict which catalyst facilitates the given reaction. Reactant: [CH3:1][C:2]1([CH3:10])[O:6][C@H:5]([CH2:7][NH:8][NH2:9])[CH2:4][O:3]1.[C:11](O[C:11]([O:13][C:14]([CH3:17])([CH3:16])[CH3:15])=[O:12])([O:13][C:14]([CH3:17])([CH3:16])[CH3:15])=[O:12]. Product: [C:14]([O:13][C:11]([N:8]([CH2:7][C@@H:5]1[CH2:4][O:3][C:2]([CH3:10])([CH3:1])[O:6]1)[NH2:9])=[O:12])([CH3:17])([CH3:16])[CH3:15]. The catalyst class is: 5.